This data is from Full USPTO retrosynthesis dataset with 1.9M reactions from patents (1976-2016). The task is: Predict the reactants needed to synthesize the given product. Given the product [CH2:11]([O:18][C:19]([N:21]1[C@@H:25]([CH2:26][CH:27]=[O:28])[CH2:24][O:23][C:22]1([CH3:30])[CH3:29])=[O:20])[C:12]1[CH:17]=[CH:16][CH:15]=[CH:14][CH:13]=1, predict the reactants needed to synthesize it. The reactants are: CS(C)=O.C(Cl)(=O)C(Cl)=O.[CH2:11]([O:18][C:19]([N:21]1[C@@H:25]([CH2:26][CH2:27][OH:28])[CH2:24][O:23][C:22]1([CH3:30])[CH3:29])=[O:20])[C:12]1[CH:17]=[CH:16][CH:15]=[CH:14][CH:13]=1.CCN(CC)CC.